Dataset: hERG Central: cardiac toxicity at 1µM, 10µM, and general inhibition. Task: Predict hERG channel inhibition at various concentrations. (1) The drug is Cc1cc(S(=O)(=O)NCC(c2ccc(F)cc2)N2CCN(C)CC2)ccc1F. Results: hERG_inhib (hERG inhibition (general)): blocker. (2) The molecule is N#Cc1ccc(OCC(=O)N2CCN(S(=O)(=O)c3cccc(Cl)c3)CC2)cc1. Results: hERG_inhib (hERG inhibition (general)): blocker. (3) The molecule is CC(=O)N1CCN(c2ccccc2NC(=O)COc2cc(C)cc(C)c2)CC1. Results: hERG_inhib (hERG inhibition (general)): blocker. (4) Results: hERG_inhib (hERG inhibition (general)): blocker. The compound is O=C(CN(C1CCCCC1)S(=O)(=O)c1ccc(Cl)cc1)NCc1cccnc1.